This data is from CYP3A4 inhibition data for predicting drug metabolism from PubChem BioAssay. The task is: Regression/Classification. Given a drug SMILES string, predict its absorption, distribution, metabolism, or excretion properties. Task type varies by dataset: regression for continuous measurements (e.g., permeability, clearance, half-life) or binary classification for categorical outcomes (e.g., BBB penetration, CYP inhibition). Dataset: cyp3a4_veith. The drug is Oc1c(CN2CCN(c3ccccc3)CC2)cc(Br)c2cccnc12. The result is 0 (non-inhibitor).